This data is from Peptide-MHC class II binding affinity with 134,281 pairs from IEDB. The task is: Regression. Given a peptide amino acid sequence and an MHC pseudo amino acid sequence, predict their binding affinity value. This is MHC class II binding data. (1) The peptide sequence is PCREQDELIGRGRVS. The MHC is HLA-DQA10201-DQB10303 with pseudo-sequence HLA-DQA10201-DQB10303. The binding affinity (normalized) is 0.413. (2) The peptide sequence is KFTQFAGKDLESIKG. The MHC is DRB1_0405 with pseudo-sequence DRB1_0405. The binding affinity (normalized) is 0.438. (3) The peptide sequence is LVDANGTLHDKKSMG. The MHC is HLA-DPA10201-DPB11401 with pseudo-sequence HLA-DPA10201-DPB11401. The binding affinity (normalized) is 0. (4) The peptide sequence is GETLLRAVESYLLAH. The MHC is DRB5_0101 with pseudo-sequence DRB5_0101. The binding affinity (normalized) is 0.553. (5) The peptide sequence is EAIIRILQQLLFIHF. The MHC is HLA-DQA10301-DQB10301 with pseudo-sequence HLA-DQA10301-DQB10301. The binding affinity (normalized) is 0.147. (6) The peptide sequence is VAGVSICSTMTNRQF. The MHC is DRB1_0101 with pseudo-sequence DRB1_0101. The binding affinity (normalized) is 0.582. (7) The peptide sequence is VIPEGWKADTCYESK. The MHC is HLA-DQA10102-DQB10502 with pseudo-sequence HLA-DQA10102-DQB10502. The binding affinity (normalized) is 0.239. (8) The peptide sequence is SVTALPSKGLEHLKEL. The MHC is DRB1_0301 with pseudo-sequence DRB1_0301. The binding affinity (normalized) is 0. (9) The peptide sequence is VWGQKYFKGNFERLA. The MHC is DRB1_1501 with pseudo-sequence DRB1_1501. The binding affinity (normalized) is 0.366. (10) The peptide sequence is FVHLGHRDNIEDDLL. The MHC is DRB1_0701 with pseudo-sequence DRB1_0701. The binding affinity (normalized) is 0.261.